Predict the reaction yield, written as a fraction of the theoretical maximum amount of product (1.0 means a 100% yield; for example, 0.34 means a 34% yield). From a dataset of Reaction yield outcomes from USPTO patents with 853,638 reactions. (1) The product is [CH3:18][O:19][C:20]1[CH:25]=[CH:24][C:23]([C:26]2[C:27]([C:28](=[O:30])[CH3:29])=[C:6]3[N:1]([N:2]=[CH:3][CH:4]=[CH:5]3)[N:7]=2)=[CH:22][CH:21]=1. The yield is 0.570. The catalyst is ClCCl. The reactants are [N:1]1[CH:6]=[CH:5][CH:4]=[CH:3][N:2]=1.[NH2:7]OS(O)(=O)=O.C(=O)(O)[O-].[K+].[CH3:18][O:19][C:20]1[CH:25]=[CH:24][C:23]([C:26]#[C:27][C:28](=[O:30])[CH3:29])=[CH:22][CH:21]=1.[OH-].[K+]. (2) The reactants are Cl.[Cl-].[NH4+].[N+:4]([C:7]1[CH:8]=[C:9]([CH:26]=[CH:27][CH:28]=1)[CH2:10][S:11][C:12]1[CH:13]=[C:14]([NH:18][C:19](=[O:25])[O:20][C:21]([CH3:24])([CH3:23])[CH3:22])[CH:15]=[CH:16][CH:17]=1)([O-])=O. The catalyst is C(O)C.O.[Fe]. The product is [NH2:4][C:7]1[CH:8]=[C:9]([CH:26]=[CH:27][CH:28]=1)[CH2:10][S:11][C:12]1[CH:13]=[C:14]([NH:18][C:19](=[O:25])[O:20][C:21]([CH3:24])([CH3:22])[CH3:23])[CH:15]=[CH:16][CH:17]=1. The yield is 0.850. (3) The reactants are C1(N)C(F)=C(F)C(F)=C(N)C=1F.Cl.Cl.[F:15][C:16]1[CH:17]=[C:18]([N:28]2[CH2:32][CH:31]([CH2:33][NH2:34])[O:30][C:29]2=[O:35])[CH:19]=[CH:20][C:21]=1[N:22]1[CH2:27][CH2:26][O:25][CH2:24][CH2:23]1.C(N(CC)CC)C.[C:43](OC(=O)C)(=[O:45])[CH3:44]. The catalyst is ClCCl. The product is [F:15][C:16]1[CH:17]=[C:18]([N:28]2[CH2:32][CH:31]([CH2:33][NH:34][C:43](=[O:45])[CH3:44])[O:30][C:29]2=[O:35])[CH:19]=[CH:20][C:21]=1[N:22]1[CH2:23][CH2:24][O:25][CH2:26][CH2:27]1. The yield is 0.850. (4) The reactants are [CH3:1][C:2]1([CH3:21])[C:10]2[C:5](=[CH:6][CH:7]=[CH:8][CH:9]=2)[C@@H:4]([NH:11][C@H](C2C=CC=CC=2)CO)[CH2:3]1.C([O-])(=O)C.C([O-])(=O)C.C([O-])(=O)C.C([O-])(=O)C.[Pb+4].Cl. The catalyst is CO. The product is [CH3:1][C:2]1([CH3:21])[C:10]2[C:5](=[CH:6][CH:7]=[CH:8][CH:9]=2)[C@@H:4]([NH2:11])[CH2:3]1. The yield is 0.510. (5) The reactants are [CH:1]([C:3]1[CH:4]=[C:5]([CH:11]=[CH:12][C:13]=1[OH:14])[C:6]([O:8][CH2:9][CH3:10])=[O:7])=[O:2].C([O-])([O-])=O.[K+].[K+].[CH2:21](Br)[CH:22]=[CH2:23]. The catalyst is CC(C)=O. The product is [CH2:23]([O:14][C:13]1[CH:12]=[CH:11][C:5]([C:6]([O:8][CH2:9][CH3:10])=[O:7])=[CH:4][C:3]=1[CH:1]=[O:2])[CH:22]=[CH2:21]. The yield is 0.920. (6) The reactants are [C:1]([C:4]1[CH:9]=[CH:8][C:7]([N:10]2[C:18]3[C:17]4[CH:19]=[C:20]([NH:23][C:24]([C:26]5[C:27]([Cl:32])=[N:28][CH:29]=[CH:30][CH:31]=5)=[O:25])[CH:21]=[CH:22][C:16]=4[CH2:15][CH2:14][C:13]=3[C:12]([C:33]([NH2:35])=[O:34])=[N:11]2)=[CH:6][CH:5]=1)(=[O:3])[CH3:2].[BH4-].[Na+]. The yield is 0.500. The product is [Cl:32][C:27]1[C:26]([C:24]([NH:23][C:20]2[CH:21]=[CH:22][C:16]3[CH2:15][CH2:14][C:13]4[C:12]([C:33]([NH2:35])=[O:34])=[N:11][N:10]([C:7]5[CH:8]=[CH:9][C:4]([CH:1]([OH:3])[CH3:2])=[CH:5][CH:6]=5)[C:18]=4[C:17]=3[CH:19]=2)=[O:25])=[CH:31][CH:30]=[CH:29][N:28]=1. The catalyst is CO.O. (7) The reactants are [H-].[Na+].[CH3:3][CH:4]1[CH2:9][CH2:8][CH2:7][CH2:6][C:5]1=[O:10].[CH2:11](Br)[CH:12]=[CH2:13].O. The catalyst is COC(O)C(O)OC. The product is [CH3:3][C:4]1([CH2:13][CH:12]=[CH2:11])[CH2:9][CH2:8][CH2:7][CH2:6][C:5]1=[O:10]. The yield is 0.350. (8) The reactants are [Cl:1][C:2]1[CH:16]=[C:15]([CH:17]([CH3:39])[C:18]([NH:20][CH2:21][C:22]2[C:23]([N:32]3[CH2:37][CH2:36][CH:35]([CH3:38])[CH2:34][CH2:33]3)=[N:24][C:25]([C:28]([F:31])([F:30])[F:29])=[CH:26][CH:27]=2)=[O:19])[CH:14]=[CH:13][C:3]=1[CH2:4][NH:5]C(=O)OC(C)(C)C.FC(F)(F)C(O)=O.C(=O)([O-])O.[Na+]. The catalyst is ClCCl. The product is [NH2:5][CH2:4][C:3]1[CH:13]=[CH:14][C:15]([CH:17]([CH3:39])[C:18]([NH:20][CH2:21][C:22]2[C:23]([N:32]3[CH2:37][CH2:36][CH:35]([CH3:38])[CH2:34][CH2:33]3)=[N:24][C:25]([C:28]([F:31])([F:29])[F:30])=[CH:26][CH:27]=2)=[O:19])=[CH:16][C:2]=1[Cl:1]. The yield is 0.750. (9) The reactants are Cl[C:2]1[N:7]=[C:6]([C:8]2[O:9][CH:10]=[CH:11][CH:12]=2)[N:5]=[C:4]([NH:13][C:14]2[CH:18]=[C:17]([CH3:19])[NH:16][N:15]=2)[CH:3]=1.[CH3:20][N:21]1[CH2:26][CH2:25][NH:24][CH2:23][CH2:22]1. The product is [O:9]1[CH:10]=[CH:11][CH:12]=[C:8]1[C:6]1[N:5]=[C:4]([NH:13][C:14]2[CH:18]=[C:17]([CH3:19])[NH:16][N:15]=2)[CH:3]=[C:2]([N:24]2[CH2:25][CH2:26][N:21]([CH3:20])[CH2:22][CH2:23]2)[N:7]=1. The yield is 0.0170. The catalyst is CN(C)C(=O)C.C(OCC)(=O)C.O. (10) The reactants are [F:1][CH:2]([F:17])[C:3]1[C:4]([C:11]2[CH:16]=[CH:15][CH:14]=[CH:13][CH:12]=2)=[N:5][O:6][C:7]=1[C:8]([OH:10])=O.O/[N:19]=[C:20](/[C:22]1[CH:39]=[CH:38][C:25]([CH2:26][N:27]2[CH2:30][CH:29]([C:31]([O:33][C:34]([CH3:37])([CH3:36])[CH3:35])=[O:32])[CH2:28]2)=[CH:24][CH:23]=1)\[NH2:21].C1C=CC2N(O)N=NC=2C=1.C(Cl)CCl.C(N(C(C)C)CC)(C)C. The catalyst is CN(C=O)C. The product is [F:17][CH:2]([F:1])[C:3]1[C:4]([C:11]2[CH:16]=[CH:15][CH:14]=[CH:13][CH:12]=2)=[N:5][O:6][C:7]=1[C:8]1[O:10][N:21]=[C:20]([C:22]2[CH:23]=[CH:24][C:25]([CH2:26][N:27]3[CH2:28][CH:29]([C:31]([O:33][C:34]([CH3:35])([CH3:37])[CH3:36])=[O:32])[CH2:30]3)=[CH:38][CH:39]=2)[N:19]=1. The yield is 0.386.